This data is from Catalyst prediction with 721,799 reactions and 888 catalyst types from USPTO. The task is: Predict which catalyst facilitates the given reaction. (1) Reactant: [Cl:1][C:2]([O:4][C:5]1[CH:10]=[CH:9][C:8]([N+:11]([O-:13])=[O:12])=[CH:7][CH:6]=1)=[O:3].[N:14]1([CH2:19][CH2:20][CH2:21][OH:22])[CH2:18][CH2:17][CH2:16][CH2:15]1. Product: [ClH:1].[C:2](=[O:3])([O:22][CH2:21][CH2:20][CH2:19][N:14]1[CH2:18][CH2:17][CH2:16][CH2:15]1)[O:4][C:5]1[CH:6]=[CH:7][C:8]([N+:11]([O-:13])=[O:12])=[CH:9][CH:10]=1. The catalyst class is: 27. (2) Reactant: C1(=O)NCCCCC1.[CH:9]([CH2:11][CH2:12][CH2:13][CH2:14][C:15]([O:17]C)=[O:16])=[O:10]. Product: [CH:9]([CH2:11][CH2:12][CH2:13][CH2:14][C:15]([OH:17])=[O:16])=[O:10]. The catalyst class is: 6. (3) Reactant: [C:1]1([C:7]2[N:12]=[CH:11][C:10]([C:13]3[N:17](C4CCCCO4)[N:16]=[CH:15][CH:14]=3)=[CH:9][N:8]=2)[CH:6]=[CH:5][CH:4]=[CH:3][CH:2]=1.[ClH:24].CC(OC)(C)C. Product: [ClH:24].[C:1]1([C:7]2[N:8]=[CH:9][C:10]([C:13]3[CH:14]=[CH:15][NH:16][N:17]=3)=[CH:11][N:12]=2)[CH:2]=[CH:3][CH:4]=[CH:5][CH:6]=1. The catalyst class is: 5. (4) Reactant: C(O)(C(F)(F)F)=O.C(OC(=O)[NH:14][C:15]1[C:24]2[C:19](=[CH:20][CH:21]=[CH:22][CH:23]=2)[C:18]([O:25][C:26]2[CH:31]=[CH:30][N:29]=[C:28]([NH:32][C:33]3[CH:38]=[C:37]([O:39][CH2:40][CH2:41][N:42]4[CH2:47][CH2:46][O:45][CH2:44][CH2:43]4)[CH:36]=[C:35]([C:48]#[N:49])[CH:34]=3)[N:27]=2)=[CH:17][CH:16]=1)(C)(C)C. Product: [NH2:14][C:15]1[C:24]2[C:19](=[CH:20][CH:21]=[CH:22][CH:23]=2)[C:18]([O:25][C:26]2[CH:31]=[CH:30][N:29]=[C:28]([NH:32][C:33]3[CH:34]=[C:35]([CH:36]=[C:37]([O:39][CH2:40][CH2:41][N:42]4[CH2:43][CH2:44][O:45][CH2:46][CH2:47]4)[CH:38]=3)[C:48]#[N:49])[N:27]=2)=[CH:17][CH:16]=1. The catalyst class is: 2. (5) Reactant: ClC1C=C(C=CC=1)C(OO)=[O:6].[CH2:12]([C:14]1[CH:19]=[CH:18][C:17]([O:20][CH3:21])=[CH:16][N:15]=1)[CH3:13]. Product: [CH2:12]([C:14]1[CH:19]=[CH:18][C:17]([O:20][CH3:21])=[CH:16][N+:15]=1[O-:6])[CH3:13]. The catalyst class is: 22. (6) Reactant: I[C:2]1[CH:7]=[CH:6][C:5]2[C:8]3[CH2:13][CH2:12][NH:11][C:10]([CH2:15][NH:16][C:17](=[O:21])[CH:18]([CH3:20])[CH3:19])([CH3:14])[C:9]=3[O:22][C:4]=2[CH:3]=1.CC1C=CC2C=CC3C=CC(C)=NC=3C=2N=1.CN(C)C=O.[F:44][C:45]1[CH:46]=[C:47]([SH:51])[CH:48]=[CH:49][CH:50]=1.CC(C)([O-])C.[Na+]. Product: [F:44][C:45]1[CH:46]=[C:47]([S:51][C:2]2[CH:7]=[CH:6][C:5]3[C:8]4[CH2:13][CH2:12][NH:11][C:10]([CH2:15][NH:16][C:17](=[O:21])[CH:18]([CH3:20])[CH3:19])([CH3:14])[C:9]=4[O:22][C:4]=3[CH:3]=2)[CH:48]=[CH:49][CH:50]=1. The catalyst class is: 205. (7) Reactant: [NH2:1][C:2]1[CH:10]=[CH:9][C:5]([C:6]([OH:8])=[O:7])=[CH:4][CH:3]=1.N([O-])=O.[Na+].[N-:15]=[N+:16]=[N-].[Na+]. The catalyst class is: 574. Product: [N:1]([C:2]1[CH:10]=[CH:9][C:5]([C:6]([OH:8])=[O:7])=[CH:4][CH:3]=1)=[N+:15]=[N-:16].